The task is: Predict the reaction yield, written as a fraction of the theoretical maximum amount of product (1.0 means a 100% yield; for example, 0.34 means a 34% yield).. This data is from Reaction yield outcomes from USPTO patents with 853,638 reactions. (1) The product is [CH:1]([C:3]1[N:4]=[CH:5][C:6]([NH:9][C:17]2[CH:18]=[CH:19][C:20]([S:23]([N:26]3[CH2:27][CH2:28][N:29]([C:32]([O:34][C:35]([CH3:38])([CH3:37])[CH3:36])=[O:33])[CH2:30][CH2:31]3)(=[O:25])=[O:24])=[CH:21][CH:22]=2)=[N:7][CH:8]=1)=[CH2:2]. The catalyst is C1C=CC(/C=C/C(/C=C/C2C=CC=CC=2)=O)=CC=1.C1C=CC(/C=C/C(/C=C/C2C=CC=CC=2)=O)=CC=1.C1C=CC(/C=C/C(/C=C/C2C=CC=CC=2)=O)=CC=1.[Pd].[Pd]. The reactants are [CH:1]([C:3]1[N:4]=[CH:5][C:6]([NH2:9])=[N:7][CH:8]=1)=[CH2:2].C([O-])([O-])=O.[K+].[K+].N[C:17]1[CH:22]=[CH:21][C:20]([S:23]([N:26]2[CH2:31][CH2:30][N:29]([C:32]([O:34][C:35]([CH3:38])([CH3:37])[CH3:36])=[O:33])[CH2:28][CH2:27]2)(=[O:25])=[O:24])=[CH:19][CH:18]=1.CC(C1C=C(C(C)C)C(C2C=CC=CC=2P(C2CCCCC2)C2CCCCC2)=C(C(C)C)C=1)C. The yield is 0.650. (2) The reactants are [CH2:1]([N:4]([CH2:12][C:13]([C:15]1[S:19][N:18]=[CH:17][CH:16]=1)=O)[C:5](=[O:11])[O:6][C:7]([CH3:10])([CH3:9])[CH3:8])[CH:2]=[CH2:3].[CH3:20][O:21][C:22]1[CH:27]=[CH:26][C:25]([CH2:28][NH:29][OH:30])=[CH:24][CH:23]=1.C(N(C(C)C)CC)(C)C.C(O)(=O)CC(CC(O)=O)(C(O)=O)O. The catalyst is C1(C)C=CC=CC=1.C(OCC)(=O)C.O. The product is [S:19]1[C:15]([C:13]23[CH2:12][N:4]([C:5]([O:6][C:7]([CH3:10])([CH3:9])[CH3:8])=[O:11])[CH2:1][CH:2]2[CH2:3][O:30][N:29]3[CH2:28][C:25]2[CH:26]=[CH:27][C:22]([O:21][CH3:20])=[CH:23][CH:24]=2)=[CH:16][CH:17]=[N:18]1. The yield is 0.822.